This data is from Catalyst prediction with 721,799 reactions and 888 catalyst types from USPTO. The task is: Predict which catalyst facilitates the given reaction. (1) Reactant: [NH2:1][C:2]1[CH:10]=[CH:9][C:5]([C:6]([OH:8])=[O:7])=[CH:4][C:3]=1[O:11][CH3:12].[CH3:13]O. Product: [CH3:13][O:7][C:6](=[O:8])[C:5]1[CH:9]=[CH:10][C:2]([NH2:1])=[C:3]([O:11][CH3:12])[CH:4]=1. The catalyst class is: 65. (2) Reactant: C([O:3][C:4]([C:6]12[CH2:23][CH:22]1[CH:21]=[CH:20][CH2:19][CH2:18][CH2:17][CH2:16][N:15]([CH3:24])[C:14](=[O:25])[N:13]1[CH:9]([CH2:10][CH:11]([O:26][C:27]3[CH:32]=[C:31]([C:33]4[CH:38]=[CH:37][CH:36]=[CH:35][CH:34]=4)[N:30]=[C:29]([O:39][CH3:40])[N:28]=3)[CH2:12]1)[C:8](=[O:41])[NH:7]2)=[O:5])C.CO.[Li+].[OH-].C(O)(=O)CC(CC(O)=O)(C(O)=O)O. The catalyst class is: 677. Product: [CH3:40][O:39][C:29]1[N:28]=[C:27]([O:26][CH:11]2[CH2:10][CH:9]3[N:13]([C:14](=[O:25])[N:15]([CH3:24])[CH2:16][CH2:17][CH2:18][CH2:19][CH:20]=[CH:21][CH:22]4[C:6]([C:4]([OH:5])=[O:3])([NH:7][C:8]3=[O:41])[CH2:23]4)[CH2:12]2)[CH:32]=[C:31]([C:33]2[CH:34]=[CH:35][CH:36]=[CH:37][CH:38]=2)[N:30]=1. (3) Reactant: [F-].C([N+](CCCC)(CCCC)CCCC)CCC.[F:19][C:20]([F:30])([F:29])[C:21]1[CH:28]=[CH:27][CH:26]=[CH:25][C:22]=1[CH:23]=[O:24].[F:31][C:32]([Si](C)(C)C)([F:34])[F:33].Cl. Product: [F:19][C:20]([F:29])([F:30])[C:21]1[CH:28]=[CH:27][CH:26]=[CH:25][C:22]=1[CH:23]([OH:24])[C:32]([F:34])([F:33])[F:31]. The catalyst class is: 1. (4) Reactant: [Cl:1][C:2]1[CH:7]=[CH:6][C:5]([C:8]2[C:17]3[C:12](=[CH:13][CH:14]=[CH:15][CH:16]=3)[N:11]=[CH:10][C:9]=2[S:18]([C:21]2[CH:26]=[CH:25][C:24]([CH3:27])=[CH:23][CH:22]=2)(=[O:20])=[O:19])=[CH:4][CH:3]=1.Cl. Product: [ClH:1].[Cl:1][C:2]1[CH:3]=[CH:4][C:5]([C:8]2[C:17]3[C:12](=[CH:13][CH:14]=[CH:15][CH:16]=3)[N:11]=[CH:10][C:9]=2[S:18]([C:21]2[CH:22]=[CH:23][C:24]([CH3:27])=[CH:25][CH:26]=2)(=[O:19])=[O:20])=[CH:6][CH:7]=1. The catalyst class is: 13. (5) Reactant: C([O-])([O-])=O.[K+].[K+].I[CH:8]([CH3:10])[CH3:9].[I:11][C:12]1[C:17]([CH3:18])=[CH:16][C:15]([OH:19])=[C:14]([CH3:20])[CH:13]=1.Cl. Product: [I:11][C:12]1[CH:13]=[C:14]([CH3:20])[C:15]([O:19][CH:8]([CH3:10])[CH3:9])=[CH:16][C:17]=1[CH3:18]. The catalyst class is: 3. (6) Product: [ClH:36].[O:29]([CH2:28][CH2:27][CH:24]1[CH2:25][CH2:26][N:21]([C:19]2[CH:18]=[N:17][CH:16]=[C:15]([O:14][CH2:13][C@@H:9]3[CH2:10][CH2:11][CH2:12][NH:8]3)[CH:20]=2)[CH2:22][CH2:23]1)[C:30]1[CH:31]=[CH:32][CH:33]=[CH:34][CH:35]=1. Reactant: C(OC([N:8]1[CH2:12][CH2:11][CH2:10][C@H:9]1[CH2:13][O:14][C:15]1[CH:16]=[N:17][CH:18]=[C:19]([N:21]2[CH2:26][CH2:25][CH:24]([CH2:27][CH2:28][O:29][C:30]3[CH:35]=[CH:34][CH:33]=[CH:32][CH:31]=3)[CH2:23][CH2:22]2)[CH:20]=1)=O)(C)(C)C.[ClH:36].CCOCC. The catalyst class is: 5.